From a dataset of Experimentally validated miRNA-target interactions with 360,000+ pairs, plus equal number of negative samples. Binary Classification. Given a miRNA mature sequence and a target amino acid sequence, predict their likelihood of interaction. (1) The miRNA is hsa-miR-1307-5p with sequence UCGACCGGACCUCGACCGGCU. The protein sequence of the target gene is MDNFAEGDFTVADYALLEDCPHVDDCVFAAEFMSNDYVRVTQLYCDGVGVQYKDYIQSERNLEFDICSIWCSKPISVLQDYCDAIKINIFWPLLFQHQNSSVISRLHPCVDANNSRASEINLKKLQHLELMEDIVDLAKKVANDSFLIGGLLRIGCKIENKILAMEEALNWIKYAGDVTILTKLGSIDNCWPMLSIFFTEYKYHITKIVMEDCNLLEELKTQSCMDCIEEGELMKMKGNEEFSKERFDIAIIYYTRAIEYRPENYLLYGNRALCFLRTGQFRNALGDGKRATILKNTWPK.... Result: 0 (no interaction). (2) The miRNA is hsa-miR-3136-3p with sequence UGGCCCAACCUAUUCAGUUAGU. The protein sequence of the target gene is MSRFFTTGSDSESESSLSGEELVTKPVGGNYGKQPLLLSEDEEDTKRVVRSAKDKRFEELTNLIRTIRNAMKIRDVTKCLEEFELLGKAYGKAKSIVDKEGVPRFYIRILADLEDYLNELWEDKEGKKKMNKNNAKALSTLRQKIRKYNRDFESHITSYKQNPEQSADEDAEKNEEDSEGSSDEDEDEDGVSAATFLKKKSEAPSGESRKFLKKMDDEDEDSEDSEDDEDWDTGSTSSDSDSEEEEGKQTALASRFLKKAPTTDEDKKAAEKKREDKAKKKHDRKSKRLDEEEEEDNEGG.... Result: 1 (interaction). (3) The miRNA is hsa-miR-340-5p with sequence UUAUAAAGCAAUGAGACUGAUU. The protein sequence of the target gene is MLSAIYTVLAGLLFLPLLVNLCCPYFFQDIGYFLKVAAVGRRVRSYGKRRPARTILRAFLEKARQTPHKPFLLFRDETLTYAQVDRRSNQVARALHDHLGLRQGDCVALLMGNEPAYVWLWLGLVKLGCAMACLNYNIRAKSLLHCFQCCGAKVLLVSPELQAAVEEILPSLKKDDVSIYYVSRTSNTDGIDSFLDKVDEVSTEPIPESWRSEVTFSTPALYIYTSGTTGLPKAAMITHQRIWYGTGLTFVSGLKADDVIYITLPFYHSAALLIGIHGCIVAGATLALRTKFSASQFWDD.... Result: 0 (no interaction).